Dataset: Full USPTO retrosynthesis dataset with 1.9M reactions from patents (1976-2016). Task: Predict the reactants needed to synthesize the given product. (1) Given the product [Br:1][C:2]1[CH:15]=[CH:14][C:13]2[C:4](=[C:5]([C:25]3[CH:30]=[CH:29][C:28]([F:31])=[CH:27][CH:26]=3)[C:6]3[C:11]([C:12]=2[C:17]2[CH:18]=[CH:19][C:20]([F:23])=[CH:21][CH:22]=2)=[CH:10][CH:9]=[CH:8][CH:7]=3)[CH:3]=1, predict the reactants needed to synthesize it. The reactants are: [Br:1][C:2]1[CH:15]=[CH:14][C:13]2[C:12]([C:17]3[CH:22]=[CH:21][C:20]([F:23])=[CH:19][CH:18]=3)(O)[C:11]3[C:6](=[CH:7][CH:8]=[CH:9][CH:10]=3)[C:5]([C:25]3[CH:30]=[CH:29][C:28]([F:31])=[CH:27][CH:26]=3)(O)[C:4]=2[CH:3]=1.[I-].[K+].O.[PH2](=O)[O-].[Na+].[PH2](=O)O. (2) Given the product [Cl:18][C:19]1[CH:26]=[C:25]([F:27])[CH:24]=[CH:23][C:20]=1[C:21]1[N:1]=[C:2]2[N:7]=[CH:6][CH:5]=[CH:4][N:3]2[C:17]=1[NH:16][C:9]([CH3:15])([CH3:8])[CH2:10][C:11]([CH3:14])([CH3:13])[CH3:12], predict the reactants needed to synthesize it. The reactants are: [NH2:1][C:2]1[N:7]=[CH:6][CH:5]=[CH:4][N:3]=1.[CH3:8][C:9]([N+:16]#[C-:17])([CH3:15])[CH2:10][C:11]([CH3:14])([CH3:13])[CH3:12].[Cl:18][C:19]1[CH:26]=[C:25]([F:27])[CH:24]=[CH:23][C:20]=1[CH:21]=O. (3) Given the product [C:36]([C:35]1[C:34]([C:20]2[CH:19]=[CH:18][C:17]([C:16]([NH:15][C:10]3[CH:11]=[CH:12][CH:13]=[CH:14][C:9]=3[NH:8][C:6](=[O:7])[O:5][C:1]([CH3:3])([CH3:2])[CH3:4])=[O:32])=[CH:22][CH:21]=2)=[N:41][CH:40]=[C:39]([CH2:42][N:43]2[CH2:44][CH2:45][N:46]([CH:49]([CH3:51])[CH3:50])[CH2:47][CH2:48]2)[CH:38]=1)#[N:37], predict the reactants needed to synthesize it. The reactants are: [C:1]([O:5][C:6]([NH:8][C:9]1[CH:14]=[CH:13][CH:12]=[CH:11][C:10]=1[NH:15][C:16](=[O:32])[C:17]1[CH:22]=[CH:21][C:20](B2OC(C)(C)C(C)(C)O2)=[CH:19][CH:18]=1)=[O:7])([CH3:4])([CH3:3])[CH3:2].Cl[C:34]1[N:41]=[CH:40][C:39]([CH2:42][N:43]2[CH2:48][CH2:47][N:46]([CH:49]([CH3:51])[CH3:50])[CH2:45][CH2:44]2)=[CH:38][C:35]=1[C:36]#[N:37].C(=O)([O-])O.[Na+].